From a dataset of NCI-60 drug combinations with 297,098 pairs across 59 cell lines. Regression. Given two drug SMILES strings and cell line genomic features, predict the synergy score measuring deviation from expected non-interaction effect. (1) Drug 1: C1CC(C1)(C(=O)O)C(=O)O.[NH2-].[NH2-].[Pt+2]. Drug 2: C1=CN(C=N1)CC(O)(P(=O)(O)O)P(=O)(O)O. Cell line: 786-0. Synergy scores: CSS=5.93, Synergy_ZIP=-1.89, Synergy_Bliss=4.06, Synergy_Loewe=-0.793, Synergy_HSA=0.268. (2) Drug 1: CC1=C(C(CCC1)(C)C)C=CC(=CC=CC(=CC(=O)O)C)C. Drug 2: C1=NC2=C(N1)C(=S)N=CN2. Cell line: UACC-257. Synergy scores: CSS=16.4, Synergy_ZIP=-7.96, Synergy_Bliss=-1.62, Synergy_Loewe=-0.846, Synergy_HSA=-0.262. (3) Drug 1: C1=CC(=CC=C1CC(C(=O)O)N)N(CCCl)CCCl.Cl. Drug 2: C1C(C(OC1N2C=C(C(=O)NC2=O)F)CO)O. Cell line: HT29. Synergy scores: CSS=47.7, Synergy_ZIP=0.127, Synergy_Bliss=4.11, Synergy_Loewe=-7.65, Synergy_HSA=5.79. (4) Drug 1: CCC(=C(C1=CC=CC=C1)C2=CC=C(C=C2)OCCN(C)C)C3=CC=CC=C3.C(C(=O)O)C(CC(=O)O)(C(=O)O)O. Cell line: NCI/ADR-RES. Drug 2: C(CC(=O)O)C(=O)CN.Cl. Synergy scores: CSS=-1.30, Synergy_ZIP=0.0110, Synergy_Bliss=-1.99, Synergy_Loewe=-1.04, Synergy_HSA=-3.72. (5) Drug 1: CC1=C(C=C(C=C1)NC(=O)C2=CC=C(C=C2)CN3CCN(CC3)C)NC4=NC=CC(=N4)C5=CN=CC=C5. Drug 2: C1CCC(C(C1)N)N.C(=O)(C(=O)[O-])[O-].[Pt+4]. Cell line: NCI-H460. Synergy scores: CSS=9.85, Synergy_ZIP=-1.58, Synergy_Bliss=-3.49, Synergy_Loewe=-19.1, Synergy_HSA=-4.84. (6) Drug 2: CC(C)(C#N)C1=CC(=CC(=C1)CN2C=NC=N2)C(C)(C)C#N. Synergy scores: CSS=2.50, Synergy_ZIP=2.01, Synergy_Bliss=-6.05, Synergy_Loewe=-5.17, Synergy_HSA=-4.61. Drug 1: CC1=CC=C(C=C1)C2=CC(=NN2C3=CC=C(C=C3)S(=O)(=O)N)C(F)(F)F. Cell line: OVCAR3.